This data is from Reaction yield outcomes from USPTO patents with 853,638 reactions. The task is: Predict the reaction yield, written as a fraction of the theoretical maximum amount of product (1.0 means a 100% yield; for example, 0.34 means a 34% yield). (1) The reactants are [H-].[H-].[H-].[H-].[Li+].[Al+3].[C:7]1([C:13]([C:23]2[CH:28]=[CH:27][CH:26]=[CH:25][CH:24]=2)([C:17]2[CH:22]=[CH:21][CH:20]=[CH:19][CH:18]=2)[C:14](O)=[O:15])[CH:12]=[CH:11][CH:10]=[CH:9][CH:8]=1. The catalyst is C1COCC1. The product is [C:23]1([C:13]([C:7]2[CH:8]=[CH:9][CH:10]=[CH:11][CH:12]=2)([C:17]2[CH:18]=[CH:19][CH:20]=[CH:21][CH:22]=2)[CH2:14][OH:15])[CH:24]=[CH:25][CH:26]=[CH:27][CH:28]=1. The yield is 0.480. (2) The reactants are CCN=C=NCCCN(C)C.[CH3:12][C:13]1[CH:18]=[CH:17][C:16]([C:19]2[CH:24]=[C:23]([C:25]3[S:26][CH:27]=[CH:28][N:29]=3)[CH:22]=[C:21]([C:30]([OH:32])=O)[CH:20]=2)=[CH:15][CH:14]=1.C1C=CC2N(O)N=NC=2C=1.CN1C(=O)CCC1.[CH3:50][C@H:51]([NH2:59])[CH2:52][N:53]1[CH2:58][CH2:57][O:56][CH2:55][CH2:54]1. The catalyst is C(Cl)Cl. The product is [CH3:50][C@@H:51]([NH:59][C:30]([C:21]1[CH:20]=[C:19]([C:16]2[CH:17]=[CH:18][C:13]([CH3:12])=[CH:14][CH:15]=2)[CH:24]=[C:23]([C:25]2[S:26][CH:27]=[CH:28][N:29]=2)[CH:22]=1)=[O:32])[CH2:52][N:53]1[CH2:58][CH2:57][O:56][CH2:55][CH2:54]1. The yield is 0.810. (3) The catalyst is CN(C)C=O. The yield is 0.320. The product is [CH3:48][C:47]1[O:46][C:45](=[O:49])[O:44][C:43]=1[CH2:42][O:37][C:36](=[O:38])[CH2:35][CH2:34][C:31]1[CH:30]=[CH:29][C:28]([O:27][CH2:26][C:25]2[CH:24]=[CH:23][C:22]([CH2:21][N:9]([CH2:8][CH2:7][C:1]3[CH:6]=[CH:5][CH:4]=[CH:3][CH:2]=3)[C:10]3[S:11][CH:12]=[C:13]([C:15]4[CH:20]=[CH:19][CH:18]=[CH:17][CH:16]=4)[N:14]=3)=[CH:40][CH:39]=2)=[CH:33][CH:32]=1. The reactants are [C:1]1([CH2:7][CH2:8][N:9]([CH2:21][C:22]2[CH:40]=[CH:39][C:25]([CH2:26][O:27][C:28]3[CH:33]=[CH:32][C:31]([CH2:34][CH2:35][C:36]([OH:38])=[O:37])=[CH:30][CH:29]=3)=[CH:24][CH:23]=2)[C:10]2[S:11][CH:12]=[C:13]([C:15]3[CH:20]=[CH:19][CH:18]=[CH:17][CH:16]=3)[N:14]=2)[CH:6]=[CH:5][CH:4]=[CH:3][CH:2]=1.Cl[CH2:42][C:43]1[O:44][C:45](=[O:49])[O:46][C:47]=1[CH3:48].C(=O)([O-])[O-].[K+].[K+].O. (4) The catalyst is O1CCCC1.C(OCC)(=O)C. The product is [F:32][C:11]1[CH:10]=[C:9]([O:8][C:6]2[CH:5]=[CH:4][N:3]=[C:2]([NH:1][C:45](=[O:46])[CH2:44][O:43][CH3:42])[CH:7]=2)[C:14]([F:15])=[CH:13][C:12]=1[NH:16][C:17]([C:19]1([C:22]([NH:24][C:25]2[CH:26]=[CH:27][C:28]([F:31])=[CH:29][CH:30]=2)=[O:23])[CH2:21][CH2:20]1)=[O:18]. The reactants are [NH2:1][C:2]1[CH:7]=[C:6]([O:8][C:9]2[C:14]([F:15])=[CH:13][C:12]([NH:16][C:17]([C:19]3([C:22]([NH:24][C:25]4[CH:30]=[CH:29][C:28]([F:31])=[CH:27][CH:26]=4)=[O:23])[CH2:21][CH2:20]3)=[O:18])=[C:11]([F:32])[CH:10]=2)[CH:5]=[CH:4][N:3]=1.C(N(C(C)C)CC)(C)C.[CH3:42][O:43][CH2:44][C:45](Cl)=[O:46]. The yield is 0.500. (5) The reactants are [F:1][C:2]1[CH:34]=[C:33]([F:35])[CH:32]=[CH:31][C:3]=1[O:4][C:5]1[CH:6]=[C:7]2[C:11](=[CH:12][C:13]=1[C:14]([NH:16][C@@H:17]([CH2:22][CH2:23][N:24]([CH3:26])[CH3:25])[C:18](OC)=[O:19])=[O:15])[N:10]([CH2:27][CH:28]([CH3:30])[CH3:29])[N:9]=[CH:8]2.[BH4-].[Na+]. The catalyst is C1COCC1.CCO. The product is [F:1][C:2]1[CH:34]=[C:33]([F:35])[CH:32]=[CH:31][C:3]=1[O:4][C:5]1[CH:6]=[C:7]2[C:11](=[CH:12][C:13]=1[C:14]([NH:16][C@@H:17]([CH2:22][CH2:23][N:24]([CH3:26])[CH3:25])[CH2:18][OH:19])=[O:15])[N:10]([CH2:27][CH:28]([CH3:29])[CH3:30])[N:9]=[CH:8]2. The yield is 0.970. (6) The reactants are [Br-].[CH2:2]([N+:9]1[CH:14]=[CH:13][C:12]([C:15]2[CH:20]=[CH:19][CH:18]=[CH:17][C:16]=2[CH3:21])=[C:11]([CH2:22][O:23][CH2:24][C:25]2[CH:30]=[C:29]([C:31]([F:34])([F:33])[F:32])[CH:28]=[C:27]([C:35]([F:38])([F:37])[F:36])[CH:26]=2)[CH:10]=1)[C:3]1[CH:8]=[CH:7][CH:6]=[CH:5][CH:4]=1.[BH4-].[Na+]. The catalyst is C(O)C. The product is [CH2:2]([N:9]1[CH2:10][C:11]([CH2:22][O:23][CH2:24][C:25]2[CH:30]=[C:29]([C:31]([F:34])([F:33])[F:32])[CH:28]=[C:27]([C:35]([F:36])([F:37])[F:38])[CH:26]=2)=[C:12]([C:15]2[CH:20]=[CH:19][CH:18]=[CH:17][C:16]=2[CH3:21])[CH2:13][CH2:14]1)[C:3]1[CH:8]=[CH:7][CH:6]=[CH:5][CH:4]=1. The yield is 0.550. (7) The reactants are Br[C:2]1[N:6]([CH2:7][C:8]2[CH:13]=[CH:12][CH:11]=[CH:10][C:9]=2[F:14])[N:5]=[C:4]([C:15]2[CH:20]=[CH:19][CH:18]=[CH:17][N:16]=2)[N:3]=1.[C-:21]#[N:22].[K+]. The catalyst is CN(C)C=O.C(OCC)(=O)C.O. The product is [F:14][C:9]1[CH:10]=[CH:11][CH:12]=[CH:13][C:8]=1[CH2:7][N:6]1[C:2]([C:21]#[N:22])=[N:3][C:4]([C:15]2[CH:20]=[CH:19][CH:18]=[CH:17][N:16]=2)=[N:5]1. The yield is 0.310. (8) The reactants are CS(C)=O.[CH3:5][C:6]1[CH:11]=[CH:10][N:9]=[C:8]([O:12][CH2:13][C:14]2[CH:19]=[CH:18][C:17](/[CH:20]=[CH:21]/[N+:22]([O-:24])=[O:23])=[CH:16][CH:15]=2)[CH:7]=1.C(O)(=O)C.[BH4-].[Na+]. The catalyst is O. The product is [CH3:5][C:6]1[CH:11]=[CH:10][N:9]=[C:8]([O:12][CH2:13][C:14]2[CH:19]=[CH:18][C:17]([CH2:20][CH2:21][N+:22]([O-:24])=[O:23])=[CH:16][CH:15]=2)[CH:7]=1. The yield is 0.351. (9) The reactants are [Cl:1][C:2]1[CH:10]=[C:9]2[C:5]([C:6]([C:11]([N:13]3[CH2:18][CH2:17][CH:16]([C:19]4[CH:24]=[CH:23][CH:22]=[CH:21][C:20]=4[O:25][CH3:26])[CH2:15][CH2:14]3)=[O:12])=[CH:7][NH:8]2)=[CH:4][CH:3]=1.[H-].[Na+].[CH3:29][S:30](Cl)(=[O:32])=[O:31]. The product is [Cl:1][C:2]1[CH:10]=[C:9]2[C:5]([C:6]([C:11]([N:13]3[CH2:18][CH2:17][CH:16]([C:19]4[CH:24]=[CH:23][CH:22]=[CH:21][C:20]=4[O:25][CH3:26])[CH2:15][CH2:14]3)=[O:12])=[CH:7][N:8]2[S:30]([CH3:29])(=[O:32])=[O:31])=[CH:4][CH:3]=1. The yield is 0.170. The catalyst is CN(C)C=O. (10) The catalyst is O1CCCC1.O. The yield is 0.530. The reactants are [CH3:1][C:2]1[C:3]([CH:13]=[O:14])=[CH:4][NH:5][C:6]=1[C:7]1[CH:12]=[CH:11][CH:10]=[CH:9][CH:8]=1.[H-].[Na+].C1OCCOCCOCCOCCOC1.Cl.[N:33]1[CH:38]=[CH:37][CH:36]=[C:35]([S:39](Cl)(=[O:41])=[O:40])[CH:34]=1. The product is [CH3:1][C:2]1[C:3]([CH:13]=[O:14])=[CH:4][N:5]([S:39]([C:35]2[CH:34]=[N:33][CH:38]=[CH:37][CH:36]=2)(=[O:41])=[O:40])[C:6]=1[C:7]1[CH:12]=[CH:11][CH:10]=[CH:9][CH:8]=1.